From a dataset of Full USPTO retrosynthesis dataset with 1.9M reactions from patents (1976-2016). Predict the reactants needed to synthesize the given product. (1) The reactants are: [CH3:1][C:2]1([CH3:35])[S:6][C:5]2[CH:7]=[C:8]([CH:11]([N:13]([CH2:28][C:29]3[CH:34]=[CH:33][CH:32]=[CH:31][N:30]=3)[C:14](=[O:27])[CH2:15][CH2:16][C:17]3[CH:22]=[CH:21][CH:20]=[C:19]([C:23]([F:26])([F:25])[F:24])[CH:18]=3)[CH3:12])[CH:9]=[CH:10][C:4]=2[O:3]1.[OH:36]O.O. Given the product [CH3:35][C:2]1([CH3:1])[S:6](=[O:36])[C:5]2[CH:7]=[C:8]([CH:11]([N:13]([CH2:28][C:29]3[CH:34]=[CH:33][CH:32]=[CH:31][N:30]=3)[C:14](=[O:27])[CH2:15][CH2:16][C:17]3[CH:22]=[CH:21][CH:20]=[C:19]([C:23]([F:24])([F:25])[F:26])[CH:18]=3)[CH3:12])[CH:9]=[CH:10][C:4]=2[O:3]1, predict the reactants needed to synthesize it. (2) Given the product [F:56][C:57]1[CH:62]=[CH:61][CH:60]=[CH:59][C:58]=1[NH:63][C:64](=[O:65])[NH:32][C:33]1[CH:38]=[CH:37][C:36]([C:39]2[N:40]=[C:41]([CH:44]3[CH2:49][CH2:48][N:47]([CH2:50][C:51]([O:53][CH2:54][CH3:55])=[O:52])[CH2:46][CH2:45]3)[S:42][CH:43]=2)=[CH:35][CH:34]=1, predict the reactants needed to synthesize it. The reactants are: FC(F)(F)C1C=C(NC(=O)NC2C=CC(C3SC(CCC(OC)=O)=NC=3)=CC=2)C=CC=1.[NH2:32][C:33]1[CH:38]=[CH:37][C:36]([C:39]2[N:40]=[C:41]([CH:44]3[CH2:49][CH2:48][N:47]([CH2:50][C:51]([O:53][CH2:54][CH3:55])=[O:52])[CH2:46][CH2:45]3)[S:42][CH:43]=2)=[CH:35][CH:34]=1.[F:56][C:57]1[CH:62]=[CH:61][CH:60]=[CH:59][C:58]=1[N:63]=[C:64]=[O:65]. (3) Given the product [NH2:43][CH2:42][C:39]1[C:38](=[N:54][NH:55][C:56]2[CH:61]=[CH:60][CH:59]=[C:58]([F:62])[CH:57]=2)[C:37]([NH2:36])=[N:41][N:40]=1, predict the reactants needed to synthesize it. The reactants are: FC1C=C(C=CC=1)N.Cl.N([O-])=O.[Na+].O=C1C2C(=CC=CC=2)C(=O)N1CC(=O)CC#N.CC([O-])=O.[Na+].[NH2:36][C:37]1[C:38](=[N:54][NH:55][C:56]2[CH:61]=[CH:60][CH:59]=[C:58]([F:62])[CH:57]=2)[C:39]([CH2:42][N:43]2C(=O)C3C(=CC=CC=3)C2=O)=[N:40][N:41]=1.NN. (4) Given the product [CH3:1][C:2]1[CH:8]=[C:7]([CH3:12])[CH:6]=[C:4]([CH3:13])[CH:3]=1, predict the reactants needed to synthesize it. The reactants are: [CH2:1]=[CH:2][CH:3]=[CH2:4].[CH2:6]=[CH:6][C:7]1[CH:12]=[CH:12][CH:7]=[CH:8][CH:8]=1.[CH3:13]N(C)CCN(C)C. (5) Given the product [CH3:14][O:13][C:7]1[CH:8]=[C:9]2[C:4](=[CH:5][CH:6]=1)[NH:3][C:2]([C:22]1[C:21]([CH3:34])=[N:20][N:19]([CH2:18][CH2:17][O:16][CH3:15])[C:23]=1[CH3:24])=[C:10]2[CH:11]=[O:12], predict the reactants needed to synthesize it. The reactants are: Br[C:2]1[NH:3][C:4]2[C:9]([C:10]=1[CH:11]=[O:12])=[CH:8][C:7]([O:13][CH3:14])=[CH:6][CH:5]=2.[CH3:15][O:16][CH2:17][CH2:18][N:19]1[C:23]([CH3:24])=[C:22](B2OC(C)(C)C(C)(C)O2)[C:21]([CH3:34])=[N:20]1.C1(P(C2C=CC=CC=2)C2C=CC=CC=2)C=CC=CC=1.P([O-])([O-])([O-])=O.[K+].[K+].[K+]. (6) Given the product [CH2:28]([C:7]1[CH:6]=[C:5]([O:4][CH2:3][CH2:2][NH:31][CH3:30])[CH:10]=[CH:9][C:8]=1[C:11]1[N:15]=[C:14]([C:16]2[CH:17]=[CH:18][C:19]([O:24][CH:25]([CH3:27])[CH3:26])=[C:20]([CH:23]=2)[C:21]#[N:22])[O:13][N:12]=1)[CH3:29], predict the reactants needed to synthesize it. The reactants are: Br[CH2:2][CH2:3][O:4][C:5]1[CH:10]=[CH:9][C:8]([C:11]2[N:15]=[C:14]([C:16]3[CH:17]=[CH:18][C:19]([O:24][CH:25]([CH3:27])[CH3:26])=[C:20]([CH:23]=3)[C:21]#[N:22])[O:13][N:12]=2)=[C:7]([CH2:28][CH3:29])[CH:6]=1.[CH3:30][NH2:31].